Task: Predict the product of the given reaction.. Dataset: Forward reaction prediction with 1.9M reactions from USPTO patents (1976-2016) (1) Given the reactants [CH:1](=[O:10])[C:2]1[CH:7]=[CH:6][CH:5]=[C:4](OC)[CH:3]=1.[C:11]1([CH2:17][C:18]([OH:20])=O)[CH:16]=[CH:15][CH:14]=[CH:13][CH:12]=1.[CH2:21](N(CC)CC)C.[OH2:28], predict the reaction product. The product is: [C:11]1([C:17]2[C:18]([O:20][CH3:21])=[CH:7][CH:6]=[CH:5][C:4]=2[CH:3]=[CH:2][C:1]([OH:10])=[O:28])[CH:12]=[CH:13][CH:14]=[CH:15][CH:16]=1. (2) Given the reactants [NH2:1][CH2:2][C@@H:3]1[C@H:7]2[O:8][C:9]([CH3:12])([CH3:11])[O:10][C@H:6]2[C@H:5]([N:13]2[C:17]3[N:18]=[CH:19][N:20]=[C:21]([NH:22][CH2:23][C:24]4[CH:29]=[CH:28][C:27]([O:30][CH3:31])=[CH:26][C:25]=4[O:32][CH3:33])[C:16]=3[CH:15]=[CH:14]2)[O:4]1.O=[C:35]1[CH2:38][CH:37]([CH2:39][CH2:40][C:41]([O:43][CH2:44][C:45]2[CH:50]=[CH:49][CH:48]=[CH:47][CH:46]=2)=[O:42])[CH2:36]1.CC(O)=O.[BH-](OC(C)=O)(OC(C)=O)OC(C)=O.[Na+], predict the reaction product. The product is: [CH3:33][O:32][C:25]1[CH:26]=[C:27]([O:30][CH3:31])[CH:28]=[CH:29][C:24]=1[CH2:23][NH:22][C:21]1[C:16]2[CH:15]=[CH:14][N:13]([C@H:5]3[C@@H:6]4[O:10][C:9]([CH3:12])([CH3:11])[O:8][C@@H:7]4[C@@H:3]([CH2:2][NH:1][CH:35]4[CH2:38][CH:37]([CH2:39][CH2:40][C:41]([O:43][CH2:44][C:45]5[CH:46]=[CH:47][CH:48]=[CH:49][CH:50]=5)=[O:42])[CH2:36]4)[O:4]3)[C:17]=2[N:18]=[CH:19][N:20]=1. (3) Given the reactants [F:1][C:2]1[CH:3]=[C:4]([CH:37]=[C:38]([F:40])[CH:39]=1)[O:5][CH:6]([CH2:12][C:13]1[CH:18]=[CH:17][C:16]([O:19][CH2:20][CH2:21][NH:22][C:23](=[O:36])[C:24]2[CH:29]=[CH:28][C:27]([C:30]3[CH:35]=[CH:34][CH:33]=[CH:32][N:31]=3)=[CH:26][CH:25]=2)=[CH:15][CH:14]=1)[C:7]([O:9]CC)=[O:8].[OH-].[Na+], predict the reaction product. The product is: [F:1][C:2]1[CH:3]=[C:4]([CH:37]=[C:38]([F:40])[CH:39]=1)[O:5][CH:6]([CH2:12][C:13]1[CH:18]=[CH:17][C:16]([O:19][CH2:20][CH2:21][NH:22][C:23](=[O:36])[C:24]2[CH:29]=[CH:28][C:27]([C:30]3[CH:35]=[CH:34][CH:33]=[CH:32][N:31]=3)=[CH:26][CH:25]=2)=[CH:15][CH:14]=1)[C:7]([OH:9])=[O:8]. (4) Given the reactants CS(C)=O.[OH:5][C:6]1[CH:7]=[C:8]([CH:11]=[CH:12][CH:13]=1)[CH:9]=[O:10].C1(=O)O[CH2:17][CH2:16][O:15]1.C(=O)([O-])[O-].[K+].[K+], predict the reaction product. The product is: [OH:15][CH2:16][CH2:17][O:5][C:6]1[CH:7]=[C:8]([CH:11]=[CH:12][CH:13]=1)[CH:9]=[O:10]. (5) Given the reactants [C:1](OC1C=CC2C=C(C)SC=2C=1)(=[O:3])C.C(Cl)(=O)C(Cl)=O.[Al+3].[Cl-].[Cl-].[Cl-].C[O:26][C:27]1[CH:28]=[CH:29][C:30]2[C:34]([C:35](Cl)=[O:36])=[C:33]([CH3:38])[S:32][C:31]=2[CH:39]=1.C([O-])([O-])=O.[K+].[K+], predict the reaction product. The product is: [OH:26][C:27]1[CH:28]=[CH:29][C:30]2[C:34]([C:35]([O:3][CH3:1])=[O:36])=[C:33]([CH3:38])[S:32][C:31]=2[CH:39]=1. (6) The product is: [CH3:23][C:2]1[C:22]2[C:17](=[CH:18][CH:19]=[CH:20][CH:21]=2)[C:4]2([CH2:5][CH2:6][NH:7][CH2:8][CH2:9]2)[CH:3]=1. Given the reactants O[C:2]1([CH3:23])[C:22]2[C:17](=[CH:18][CH:19]=[CH:20][CH:21]=2)[C:4]2([CH2:9][CH2:8][N:7](C(OC(C)(C)C)=O)[CH2:6][CH2:5]2)[CH2:3]1.FC(F)(F)C(O)=O, predict the reaction product. (7) Given the reactants [CH3:1][C:2]([C:4]1[CH:9]=[CH:8][C:7]([NH2:10])=[CH:6][CH:5]=1)=[O:3].[Cl:11][C:12]1[CH:13]=[C:14]([CH:18]=[C:19]([Cl:21])[CH:20]=1)[C:15](Cl)=[O:16].C(N(CC)CC)C, predict the reaction product. The product is: [C:2]([C:4]1[CH:9]=[CH:8][C:7]([NH:10][C:15](=[O:16])[C:14]2[CH:13]=[C:12]([Cl:11])[CH:20]=[C:19]([Cl:21])[CH:18]=2)=[CH:6][CH:5]=1)(=[O:3])[CH3:1].